Dataset: Peptide-MHC class II binding affinity with 134,281 pairs from IEDB. Task: Regression. Given a peptide amino acid sequence and an MHC pseudo amino acid sequence, predict their binding affinity value. This is MHC class II binding data. (1) The peptide sequence is SGRLKFALSYKEQVG. The MHC is DRB1_0101 with pseudo-sequence DRB1_0101. The binding affinity (normalized) is 0.532. (2) The peptide sequence is FDSFVASLTEALRVI. The MHC is HLA-DPA10201-DPB10101 with pseudo-sequence HLA-DPA10201-DPB10101. The binding affinity (normalized) is 0.552. (3) The peptide sequence is LNKIVRMYSPVSILDI. The MHC is DRB1_1302 with pseudo-sequence DRB1_1302. The binding affinity (normalized) is 0.533. (4) The peptide sequence is GQTVTKKSAAEASKK. The MHC is DRB1_0101 with pseudo-sequence DRB1_0101. The binding affinity (normalized) is 0.389.